This data is from Catalyst prediction with 721,799 reactions and 888 catalyst types from USPTO. The task is: Predict which catalyst facilitates the given reaction. (1) Reactant: Br[C:2]1[CH:7]=[CH:6][C:5]([O:8][CH3:9])=[C:4]([CH3:10])[C:3]=1[CH3:11].II.[N:14]1[CH:19]=[CH:18][N:17]=[CH:16][C:15]=1[CH2:20][CH2:21][CH2:22][CH:23]=[O:24]. Product: [CH3:9][O:8][C:5]1[CH:6]=[CH:7][C:2]([CH:23]([OH:24])[CH2:22][CH2:21][CH2:20][C:15]2[CH:16]=[N:17][CH:18]=[CH:19][N:14]=2)=[C:3]([CH3:11])[C:4]=1[CH3:10]. The catalyst class is: 1. (2) Reactant: [N+:1]([C:4]1[CH:11]=[C:10]([C:12]2[C:17]([C:18]([F:21])([F:20])[F:19])=[CH:16][CH:15]=[CH:14][N:13]=2)[CH:9]=[CH:8][C:5]=1[C:6]#[N:7])([O-])=O.Cl[Sn]Cl. Product: [NH2:1][C:4]1[CH:11]=[C:10]([C:12]2[C:17]([C:18]([F:21])([F:19])[F:20])=[CH:16][CH:15]=[CH:14][N:13]=2)[CH:9]=[CH:8][C:5]=1[C:6]#[N:7]. The catalyst class is: 33.